From a dataset of NCI-60 drug combinations with 297,098 pairs across 59 cell lines. Regression. Given two drug SMILES strings and cell line genomic features, predict the synergy score measuring deviation from expected non-interaction effect. (1) Drug 1: CCC1(CC2CC(C3=C(CCN(C2)C1)C4=CC=CC=C4N3)(C5=C(C=C6C(=C5)C78CCN9C7C(C=CC9)(C(C(C8N6C=O)(C(=O)OC)O)OC(=O)C)CC)OC)C(=O)OC)O.OS(=O)(=O)O. Drug 2: C1=NC(=NC(=O)N1C2C(C(C(O2)CO)O)O)N. Cell line: CAKI-1. Synergy scores: CSS=33.1, Synergy_ZIP=-6.22, Synergy_Bliss=-3.93, Synergy_Loewe=-4.42, Synergy_HSA=-2.19. (2) Drug 1: CS(=O)(=O)CCNCC1=CC=C(O1)C2=CC3=C(C=C2)N=CN=C3NC4=CC(=C(C=C4)OCC5=CC(=CC=C5)F)Cl. Drug 2: CCN(CC)CCNC(=O)C1=C(NC(=C1C)C=C2C3=C(C=CC(=C3)F)NC2=O)C. Cell line: NCI-H322M. Synergy scores: CSS=9.90, Synergy_ZIP=-5.40, Synergy_Bliss=0.611, Synergy_Loewe=-10.1, Synergy_HSA=-7.06. (3) Drug 1: C1CCC(C1)C(CC#N)N2C=C(C=N2)C3=C4C=CNC4=NC=N3. Drug 2: C1CC(=O)NC(=O)C1N2C(=O)C3=CC=CC=C3C2=O. Cell line: RXF 393. Synergy scores: CSS=4.83, Synergy_ZIP=-0.576, Synergy_Bliss=6.38, Synergy_Loewe=2.80, Synergy_HSA=4.65. (4) Drug 1: CC1=CC2C(CCC3(C2CCC3(C(=O)C)OC(=O)C)C)C4(C1=CC(=O)CC4)C. Drug 2: CCC1(C2=C(COC1=O)C(=O)N3CC4=CC5=C(C=CC(=C5CN(C)C)O)N=C4C3=C2)O.Cl. Cell line: KM12. Synergy scores: CSS=12.4, Synergy_ZIP=-5.30, Synergy_Bliss=-2.91, Synergy_Loewe=-69.3, Synergy_HSA=-2.35. (5) Drug 1: CC12CCC3C(C1CCC2=O)CC(=C)C4=CC(=O)C=CC34C. Drug 2: CCC1(C2=C(COC1=O)C(=O)N3CC4=CC5=C(C=CC(=C5CN(C)C)O)N=C4C3=C2)O.Cl. Cell line: HCT-15. Synergy scores: CSS=44.8, Synergy_ZIP=-4.81, Synergy_Bliss=-3.71, Synergy_Loewe=-13.7, Synergy_HSA=-3.31. (6) Cell line: MOLT-4. Drug 2: COCCOC1=C(C=C2C(=C1)C(=NC=N2)NC3=CC=CC(=C3)C#C)OCCOC.Cl. Drug 1: C1C(C(OC1N2C=NC3=C(N=C(N=C32)Cl)N)CO)O. Synergy scores: CSS=64.2, Synergy_ZIP=-0.393, Synergy_Bliss=-1.53, Synergy_Loewe=-13.8, Synergy_HSA=-1.68. (7) Cell line: HOP-62. Drug 1: CN(C)C1=NC(=NC(=N1)N(C)C)N(C)C. Synergy scores: CSS=-2.72, Synergy_ZIP=1.66, Synergy_Bliss=-0.138, Synergy_Loewe=-7.36, Synergy_HSA=-6.46. Drug 2: CN1C2=C(C=C(C=C2)N(CCCl)CCCl)N=C1CCCC(=O)O.Cl. (8) Drug 1: C1CN1C2=NC(=NC(=N2)N3CC3)N4CC4. Drug 2: C1CC(=O)NC(=O)C1N2C(=O)C3=CC=CC=C3C2=O. Cell line: SNB-19. Synergy scores: CSS=19.6, Synergy_ZIP=-0.748, Synergy_Bliss=3.21, Synergy_Loewe=-10.5, Synergy_HSA=1.62. (9) Drug 1: CS(=O)(=O)C1=CC(=C(C=C1)C(=O)NC2=CC(=C(C=C2)Cl)C3=CC=CC=N3)Cl. Drug 2: C1C(C(OC1N2C=C(C(=O)NC2=O)F)CO)O. Cell line: HCT-15. Synergy scores: CSS=48.5, Synergy_ZIP=0.841, Synergy_Bliss=0.184, Synergy_Loewe=-14.6, Synergy_HSA=1.40. (10) Drug 1: C1=C(C(=O)NC(=O)N1)F. Drug 2: C1CN(P(=O)(OC1)NCCCl)CCCl. Cell line: SF-539. Synergy scores: CSS=44.8, Synergy_ZIP=-5.40, Synergy_Bliss=-11.6, Synergy_Loewe=-27.7, Synergy_HSA=-12.0.